Dataset: NCI-60 drug combinations with 297,098 pairs across 59 cell lines. Task: Regression. Given two drug SMILES strings and cell line genomic features, predict the synergy score measuring deviation from expected non-interaction effect. (1) Drug 1: C1CCC(CC1)NC(=O)N(CCCl)N=O. Drug 2: CCC(=C(C1=CC=CC=C1)C2=CC=C(C=C2)OCCN(C)C)C3=CC=CC=C3.C(C(=O)O)C(CC(=O)O)(C(=O)O)O. Cell line: HCT-15. Synergy scores: CSS=25.9, Synergy_ZIP=-7.25, Synergy_Bliss=-2.34, Synergy_Loewe=-4.06, Synergy_HSA=-3.66. (2) Drug 1: CC1OCC2C(O1)C(C(C(O2)OC3C4COC(=O)C4C(C5=CC6=C(C=C35)OCO6)C7=CC(=C(C(=C7)OC)O)OC)O)O. Drug 2: CS(=O)(=O)CCNCC1=CC=C(O1)C2=CC3=C(C=C2)N=CN=C3NC4=CC(=C(C=C4)OCC5=CC(=CC=C5)F)Cl. Cell line: UACC-257. Synergy scores: CSS=-0.402, Synergy_ZIP=-0.668, Synergy_Bliss=0.171, Synergy_Loewe=-6.51, Synergy_HSA=-3.84. (3) Drug 1: C1CN1C2=NC(=NC(=N2)N3CC3)N4CC4. Drug 2: C1CCN(CC1)CCOC2=CC=C(C=C2)C(=O)C3=C(SC4=C3C=CC(=C4)O)C5=CC=C(C=C5)O. Cell line: K-562. Synergy scores: CSS=19.9, Synergy_ZIP=-0.0395, Synergy_Bliss=0.473, Synergy_Loewe=-3.11, Synergy_HSA=-1.92. (4) Drug 1: CC1=C(C=C(C=C1)NC2=NC=CC(=N2)N(C)C3=CC4=NN(C(=C4C=C3)C)C)S(=O)(=O)N.Cl. Drug 2: CNC(=O)C1=NC=CC(=C1)OC2=CC=C(C=C2)NC(=O)NC3=CC(=C(C=C3)Cl)C(F)(F)F. Cell line: K-562. Synergy scores: CSS=62.9, Synergy_ZIP=0.160, Synergy_Bliss=5.69, Synergy_Loewe=7.10, Synergy_HSA=6.64. (5) Drug 1: CCCS(=O)(=O)NC1=C(C(=C(C=C1)F)C(=O)C2=CNC3=C2C=C(C=N3)C4=CC=C(C=C4)Cl)F. Drug 2: C1CCC(C(C1)N)N.C(=O)(C(=O)[O-])[O-].[Pt+4]. Cell line: U251. Synergy scores: CSS=11.9, Synergy_ZIP=-2.49, Synergy_Bliss=0.909, Synergy_Loewe=1.33, Synergy_HSA=2.25. (6) Drug 2: CC1CCC2CC(C(=CC=CC=CC(CC(C(=O)C(C(C(=CC(C(=O)CC(OC(=O)C3CCCCN3C(=O)C(=O)C1(O2)O)C(C)CC4CCC(C(C4)OC)OCCO)C)C)O)OC)C)C)C)OC. Cell line: UO-31. Drug 1: CC1=C2C(C(=O)C3(C(CC4C(C3C(C(C2(C)C)(CC1OC(=O)C(C(C5=CC=CC=C5)NC(=O)OC(C)(C)C)O)O)OC(=O)C6=CC=CC=C6)(CO4)OC(=O)C)O)C)O. Synergy scores: CSS=13.1, Synergy_ZIP=-4.42, Synergy_Bliss=-1.95, Synergy_Loewe=-0.0546, Synergy_HSA=0.285.